Dataset: M1 muscarinic receptor agonist screen with 61,833 compounds. Task: Binary Classification. Given a drug SMILES string, predict its activity (active/inactive) in a high-throughput screening assay against a specified biological target. (1) The result is 0 (inactive). The compound is Clc1c(NC(=O)CN(S(=O)(=O)C)c2cc3OCOc3cc2)cc(cc1)C(OC)=O. (2) The molecule is O=C(NC1CCCC1)CCCCn1c(=O)n(c2c(c1=O)cccc2)CC(=O)N(CCC)CCC. The result is 0 (inactive). (3) The compound is Fc1c(CN(CCc2cc(OC)c(OC)cc2)C)c(F)ccc1. The result is 0 (inactive). (4) The compound is O=C1NC2(N)C(C(C(C1(C2)C#N)(C#N)C#N)c1ccc(OC)cc1)CCC. The result is 0 (inactive). (5) The molecule is O1C(CCC1)CNC(=O)c1oc2nc3c(cc2c1)ccc(OC)c3. The result is 0 (inactive). (6) The drug is Clc1c(C(=O)NC2CC2)c(F)c(F)cc1C. The result is 0 (inactive).